The task is: Predict the reaction yield, written as a fraction of the theoretical maximum amount of product (1.0 means a 100% yield; for example, 0.34 means a 34% yield).. This data is from Reaction yield outcomes from USPTO patents with 853,638 reactions. (1) The reactants are [Si]([C:5]1[S:6][CH:7]=[CH:8][N:9]=1)(C)(C)C.C([Li])CCC.[CH2:15]1[O:25][C:18]2([CH2:23][CH2:22][C:21](=[O:24])[CH2:20][CH2:19]2)[O:17][CH2:16]1.O. The catalyst is C1COCC1.CCOC(C)=O. The product is [S:6]1[C:7]([C:21]2([OH:24])[CH2:22][CH2:23][C:18]3([O:25][CH2:15][CH2:16][O:17]3)[CH2:19][CH2:20]2)=[CH:8][N:9]=[CH:5]1. The yield is 0.900. (2) The reactants are [CH2:1]([C:4]1[CH:9]=[CH:8][CH:7]=[CH:6][CH:5]=1)[CH:2]=[CH2:3].[Cl:10][C:11]([Cl:16])(Cl)[C:12](Cl)=[O:13].P(Cl)(Cl)(Cl)=O. The catalyst is C(OCC)C.[Cu].[Zn]. The product is [CH2:1]([CH:2]1[CH2:3][C:12](=[O:13])[C:11]1([Cl:16])[Cl:10])[C:4]1[CH:9]=[CH:8][CH:7]=[CH:6][CH:5]=1. The yield is 0.200. (3) The reactants are C[O:2][C:3](=[O:28])[C:4]1[CH:9]=[CH:8][C:7]([S:10][C:11]2[N:16]=[C:15]([N:17]3[CH2:20][CH2:19][CH2:18]3)[CH:14]=[C:13]([NH:21][C:22]3[NH:23][N:24]=[C:25]([CH3:27])[CH:26]=3)[N:12]=2)=[CH:6][CH:5]=1.[OH-].[Na+].O1CCCC1. The catalyst is CO. The product is [N:17]1([C:15]2[CH:14]=[C:13]([NH:21][C:22]3[NH:23][N:24]=[C:25]([CH3:27])[CH:26]=3)[N:12]=[C:11]([S:10][C:7]3[CH:8]=[CH:9][C:4]([C:3]([OH:28])=[O:2])=[CH:5][CH:6]=3)[N:16]=2)[CH2:18][CH2:19][CH2:20]1. The yield is 1.00. (4) The reactants are C[O:2][C:3](=[O:39])[C@H:4]([CH2:21][C:22]1[CH:27]=[CH:26][C:25]([NH:28][C:29]([C:31]2[C:36]([Cl:37])=[CH:35][CH:34]=[CH:33][C:32]=2[Cl:38])=[O:30])=[CH:24][CH:23]=1)[NH:5][C:6]([C:8]1([CH2:13][CH2:14][CH2:15][CH2:16][S:17]([CH3:20])(=[O:19])=[O:18])[CH2:12][CH2:11][CH2:10][CH2:9]1)=[S:7].[OH-].[Na+]. The catalyst is C(O)C.O.C(OCC)C. The product is [Cl:38][C:32]1[CH:33]=[CH:34][CH:35]=[C:36]([Cl:37])[C:31]=1[C:29]([NH:28][C:25]1[CH:26]=[CH:27][C:22]([CH2:21][C@@H:4]([C:3]([OH:39])=[O:2])[NH:5][C:6]([C:8]2([CH2:13][CH2:14][CH2:15][CH2:16][S:17]([CH3:20])(=[O:19])=[O:18])[CH2:9][CH2:10][CH2:11][CH2:12]2)=[S:7])=[CH:23][CH:24]=1)=[O:30]. The yield is 0.700.